This data is from Reaction yield outcomes from USPTO patents with 853,638 reactions. The task is: Predict the reaction yield, written as a fraction of the theoretical maximum amount of product (1.0 means a 100% yield; for example, 0.34 means a 34% yield). (1) The reactants are [CH:1]([C:4]1[C:5]([C:14]([C:16]2[CH:17]=[C:18]([CH:23]=[CH:24][C:25]#[N:26])[CH:19]=[C:20]([CH3:22])[CH:21]=2)=[O:15])=[N:6][C:7]([O:12]C)=[N:8][C:9]=1[O:10]C)([CH3:3])[CH3:2]. The catalyst is C1COCC1.C(Cl)(=O)C(Cl)=O. The product is [CH:1]([C:4]1[C:9](=[O:10])[NH:8][C:7](=[O:12])[NH:6][C:5]=1[C:14]([C:16]1[CH:17]=[C:18]([CH:23]=[CH:24][C:25]#[N:26])[CH:19]=[C:20]([CH3:22])[CH:21]=1)=[O:15])([CH3:3])[CH3:2]. The yield is 0.550. (2) The reactants are C([O:8][C:9]1[CH:10]=[CH:11][C:12]([NH:15][C:16](=[O:32])[CH:17]([C:24]2[CH:29]=[CH:28][C:27]([Cl:30])=[C:26]([Cl:31])[CH:25]=2)[CH2:18][CH:19]2[CH2:23][CH2:22][CH2:21][CH2:20]2)=[N:13][CH:14]=1)C1C=CC=CC=1. The catalyst is CO.[Pd]. The product is [CH:19]1([CH2:18][CH:17]([C:24]2[CH:29]=[CH:28][C:27]([Cl:30])=[C:26]([Cl:31])[CH:25]=2)[C:16]([NH:15][C:12]2[CH:11]=[CH:10][C:9]([OH:8])=[CH:14][N:13]=2)=[O:32])[CH2:23][CH2:22][CH2:21][CH2:20]1. The yield is 0.785. (3) The reactants are Cl[C:2]1[C:11]2[C:6](=[CH:7][C:8]([Cl:19])=[C:9]([S:12]([C:15]([CH3:18])([CH3:17])[CH3:16])(=[O:14])=[O:13])[CH:10]=2)[N:5]=[CH:4][N:3]=1.[S:20]1[C:24]2[CH:25]=[CH:26][C:27]([NH2:29])=[CH:28][C:23]=2[N:22]=[CH:21]1. The catalyst is CN1CCCC1=O. The product is [C:15]([S:12]([C:9]1[CH:10]=[C:11]2[C:6](=[CH:7][C:8]=1[Cl:19])[N:5]=[CH:4][N:3]=[C:2]2[NH:29][C:27]1[CH:26]=[CH:25][C:24]2[S:20][CH:21]=[N:22][C:23]=2[CH:28]=1)(=[O:14])=[O:13])([CH3:18])([CH3:17])[CH3:16]. The yield is 0.320. (4) The yield is 0.940. The reactants are Br[C:2]1[CH:7]=[CH:6][C:5]([Br:8])=[CH:4][N:3]=1.[CH3:9][S-:10].[Na+].O. The product is [Br:8][C:5]1[CH:6]=[CH:7][C:2]([S:10][CH3:9])=[N:3][CH:4]=1. The catalyst is CN(C)C=O. (5) The reactants are [CH2:1]([O:3][C:4]1[C:11]([O:12][CH3:13])=[CH:10][C:7]([CH:8]=O)=[CH:6][C:5]=1[O:14][CH3:15])[CH3:2].[ClH:16].CO.C(O[CH:22](OCC)[CH2:23][NH:24][CH2:25][C:26]1[CH:31]=[CH:30][CH:29]=[C:28]([O:32][CH2:33][CH3:34])[C:27]=1[OH:35])C. The catalyst is CCO. The product is [ClH:16].[CH2:1]([O:3][C:4]1[C:11]([O:12][CH3:13])=[CH:10][C:7]([CH2:8][C:22]2[C:31]3[C:26](=[C:27]([OH:35])[C:28]([O:32][CH2:33][CH3:34])=[CH:29][CH:30]=3)[CH:25]=[N:24][CH:23]=2)=[CH:6][C:5]=1[O:14][CH3:15])[CH3:2]. The yield is 0.300. (6) The reactants are [C:1]([N:9]1[C@H:13]([CH3:14])[C:12](=[O:15])[O:11][C@H:10]1[C:16]1[CH:21]=[CH:20][CH:19]=[CH:18][CH:17]=1)(=[O:8])[C:2]1[CH:7]=[CH:6][CH:5]=[CH:4][CH:3]=1.[Li+].C[Si]([N-][Si](C)(C)C)(C)C.[CH3:32][O:33][C:34]1[CH:41]=[CH:40][C:37]([CH2:38]Br)=[CH:36][CH:35]=1.[NH4+].[Cl-]. The catalyst is C1COCC1. The product is [CH3:32][O:33][C:34]1[CH:41]=[CH:40][C:37]([CH2:38][C@:13]2([CH3:14])[C:12](=[O:15])[O:11][C@@H:10]([C:16]3[CH:17]=[CH:18][CH:19]=[CH:20][CH:21]=3)[N:9]2[C:1]([C:2]2[CH:7]=[CH:6][CH:5]=[CH:4][CH:3]=2)=[O:8])=[CH:36][CH:35]=1. The yield is 0.820.